Dataset: Full USPTO retrosynthesis dataset with 1.9M reactions from patents (1976-2016). Task: Predict the reactants needed to synthesize the given product. (1) The reactants are: C(OC(=O)[NH:5][C:6]1[C:11]([O:12][C:13]([F:16])([F:15])[F:14])=[CH:10][CH:9]=[C:8]([F:17])[C:7]=1[C:18]#[C:19][Si](C)(C)C)C.[OH-].[K+]. Given the product [F:17][C:8]1[CH:9]=[CH:10][C:11]([O:12][C:13]([F:14])([F:15])[F:16])=[C:6]2[C:7]=1[CH:18]=[CH:19][NH:5]2, predict the reactants needed to synthesize it. (2) Given the product [CH2:1]([O:3][C:4]([C:6]1[CH:11]=[CH:10][C:9]([C:12]([F:15])([F:14])[F:13])=[C:8]([Cl:26])[N:7]=1)=[O:5])[CH3:2], predict the reactants needed to synthesize it. The reactants are: [CH2:1]([O:3][C:4]([C:6]1[CH:11]=[CH:10][C:9]([C:12]([F:15])([F:14])[F:13])=[C:8](O)[N:7]=1)=[O:5])[CH3:2].P(Cl)([Cl:26])(OC1C=CC=CC=1)=O. (3) Given the product [CH3:15][S:16]([O:7][CH:3]1[CH:4]([O:6][S:16]([CH3:15])(=[O:18])=[O:17])[CH2:5][O:1][CH2:2]1)(=[O:18])=[O:17], predict the reactants needed to synthesize it. The reactants are: [O:1]1[CH2:5][CH:4]([OH:6])[CH:3]([OH:7])[CH2:2]1.C(N(CC)CC)C.[CH3:15][S:16](Cl)(=[O:18])=[O:17]. (4) Given the product [F:1][C:2]1[C:7]([CH:8]([NH2:10])[CH3:9])=[CH:6][CH:5]=[C:4]([F:12])[N:3]=1, predict the reactants needed to synthesize it. The reactants are: [F:1][C:2]1[C:7]([C:8](=[N:10]O)[CH3:9])=[CH:6][CH:5]=[C:4]([F:12])[N:3]=1.[OH-].[Na+]. (5) Given the product [S:6]1[CH2:2][CH2:3][N:4]=[C:5]1[NH:7][CH:8]([C:15]1[CH:20]=[CH:19][CH:18]=[CH:17][CH:16]=1)[CH2:9][C:10]1[S:11][CH:12]=[CH:13][CH:14]=1, predict the reactants needed to synthesize it. The reactants are: O[CH2:2][CH2:3][NH:4][C:5]([NH:7][CH:8]([C:15]1[CH:20]=[CH:19][CH:18]=[CH:17][CH:16]=1)[CH2:9][C:10]1[S:11][CH:12]=[CH:13][CH:14]=1)=[S:6].C1(P(C2C=CC=CC=2)C2C=CC=CC=2)C=CC=CC=1.CC(OC(/N=N/C(OC(C)C)=O)=O)C. (6) Given the product [CH3:11][C:8]([C:5]1[CH:6]=[CH:7][C:2]([B:13]2[O:17][C:16]([CH3:19])([CH3:18])[C:15]([CH3:21])([CH3:20])[O:14]2)=[CH:3][CH:4]=1)([CH3:12])[C:9]#[N:10], predict the reactants needed to synthesize it. The reactants are: Br[C:2]1[CH:7]=[CH:6][C:5]([C:8]([CH3:12])([CH3:11])[C:9]#[N:10])=[CH:4][CH:3]=1.[B:13]1([B:13]2[O:17][C:16]([CH3:19])([CH3:18])[C:15]([CH3:21])([CH3:20])[O:14]2)[O:17][C:16]([CH3:19])([CH3:18])[C:15]([CH3:21])([CH3:20])[O:14]1. (7) Given the product [F:49][C:21]([F:20])([F:50])[CH2:22][C:23]([NH:25][CH2:26][C:27]1[CH:32]=[CH:31][C:30](/[CH:33]=[CH:34]\[CH:35]([C:40]2[CH:41]=[C:42]([Cl:48])[C:43]([Cl:47])=[C:44]([Cl:46])[CH:45]=2)[C:36]([F:37])([F:38])[F:39])=[CH:29][CH:28]=1)=[O:24], predict the reactants needed to synthesize it. The reactants are: B([O-])([O-])[O-].[Si+4].B([O-])([O-])[O-].B([O-])([O-])[O-].B([O-])([O-])[O-].[Si+4].[Si+4].[F:20][C:21]([F:50])([F:49])[CH2:22][C:23]([NH:25][CH2:26][C:27]1[CH:32]=[CH:31][C:30](/[CH:33]=[CH:34]/[CH:35]([C:40]2[CH:45]=[C:44]([Cl:46])[C:43]([Cl:47])=[C:42]([Cl:48])[CH:41]=2)[C:36]([F:39])([F:38])[F:37])=[CH:29][CH:28]=1)=[O:24].